From a dataset of Reaction yield outcomes from USPTO patents with 853,638 reactions. Predict the reaction yield, written as a fraction of the theoretical maximum amount of product (1.0 means a 100% yield; for example, 0.34 means a 34% yield). (1) The reactants are C([O:3][C:4]([C:6]1([NH:15][S:16]([C:19]2[CH:24]=[C:23]([Cl:25])[CH:22]=[C:21]([Cl:26])[C:20]=2[O:27][CH2:28][CH:29]=[CH2:30])(=[O:18])=[O:17])[CH2:14][C:13]2[C:8](=[CH:9][CH:10]=[CH:11][CH:12]=2)[CH2:7]1)=[O:5])C.[OH-].[K+].O. The catalyst is CCO. The product is [CH2:28]([O:27][C:20]1[C:21]([Cl:26])=[CH:22][C:23]([Cl:25])=[CH:24][C:19]=1[S:16]([NH:15][C:6]1([C:4]([OH:5])=[O:3])[CH2:14][C:13]2[C:8](=[CH:9][CH:10]=[CH:11][CH:12]=2)[CH2:7]1)(=[O:18])=[O:17])[CH:29]=[CH2:30]. The yield is 0.690. (2) The reactants are [C:1]([C:5]1[CH:6]=[C:7]([NH:19][C:20]([NH:22][C:23]2[CH:28]=[CH:27][C:26]([O:29][C:30]3[CH:35]=[CH:34][N:33]=[CH:32][CH:31]=3)=[CH:25][CH:24]=2)=[O:21])[N:8]([C:10]2[CH:15]=[CH:14][C:13]([N+:16]([O-])=O)=[CH:12][CH:11]=2)[N:9]=1)([CH3:4])([CH3:3])[CH3:2].[H][H]. The catalyst is CCO.[Pd]. The product is [NH2:16][C:13]1[CH:14]=[CH:15][C:10]([N:8]2[C:7]([NH:19][C:20]([NH:22][C:23]3[CH:28]=[CH:27][C:26]([O:29][C:30]4[CH:31]=[CH:32][N:33]=[CH:34][CH:35]=4)=[CH:25][CH:24]=3)=[O:21])=[CH:6][C:5]([C:1]([CH3:4])([CH3:3])[CH3:2])=[N:9]2)=[CH:11][CH:12]=1. The yield is 0.770. (3) The reactants are [N+:1]([O-:4])(O)=[O:2].[Br:5][C:6]1[CH:15]=[CH:14][CH:13]=[C:12]2[C:7]=1[CH2:8][CH2:9][CH2:10][C:11]2=[O:16].[OH-].[Na+]. The catalyst is S(=O)(=O)(O)O. The product is [Br:5][C:6]1[CH:15]=[CH:14][C:13]([N+:1]([O-:4])=[O:2])=[C:12]2[C:7]=1[CH2:8][CH2:9][CH2:10][C:11]2=[O:16]. The yield is 0.380. (4) The reactants are [F:1][C:2]1[CH:7]=[C:6]([CH3:8])[C:5]([C:9]2[C:20](=[O:21])[N:19]([CH3:22])[C:12]3[N:13]=[C:14](SC)[N:15]=[CH:16][C:11]=3[CH:10]=2)=[CH:4][C:3]=1[NH:23][C:24]([NH:26][C:27]1[CH:32]=[CH:31][CH:30]=[C:29]([C:33]([F:36])([F:35])[F:34])[CH:28]=1)=[O:25].[CH3:37][NH2:38].C1COCC1. The product is [F:1][C:2]1[CH:7]=[C:6]([CH3:8])[C:5]([C:9]2[C:20](=[O:21])[N:19]([CH3:22])[C:12]3[N:13]=[C:14]([NH:38][CH3:37])[N:15]=[CH:16][C:11]=3[CH:10]=2)=[CH:4][C:3]=1[NH:23][C:24]([NH:26][C:27]1[CH:32]=[CH:31][CH:30]=[C:29]([C:33]([F:36])([F:35])[F:34])[CH:28]=1)=[O:25]. No catalyst specified. The yield is 0.310. (5) The reactants are [C:1]1(=[O:5])[CH2:4][CH2:3][CH2:2]1.[N+:6]([CH3:9])([O-:8])=[O:7].[O-]CC.[Na+].O. The catalyst is C(O)C. The product is [N+:6]([CH2:9][C:1]1([OH:5])[CH2:4][CH2:3][CH2:2]1)([O-:8])=[O:7]. The yield is 0.450. (6) The reactants are [NH2:1][C:2]1[N:7]=[CH:6][N:5]=[C:4]2[N:8]([C@@H:25]3[CH2:30][CH2:29][CH2:28][N:27]([C:31](=[O:35])[CH2:32][C:33]#[N:34])[CH2:26]3)[N:9]=[C:10]([C:11]3[CH:16]=[CH:15][C:14]([O:17][C:18]4[CH:23]=[CH:22][CH:21]=[C:20]([F:24])[CH:19]=4)=[CH:13][CH:12]=3)[C:3]=12.[CH:36]1([CH:39]=O)[CH2:38][CH2:37]1.N1CCCCC1.ClCCl. The catalyst is CO. The product is [NH2:1][C:2]1[N:7]=[CH:6][N:5]=[C:4]2[N:8]([C@@H:25]3[CH2:30][CH2:29][CH2:28][N:27]([C:31]([C:32](=[CH:39][CH:36]4[CH2:38][CH2:37]4)[C:33]#[N:34])=[O:35])[CH2:26]3)[N:9]=[C:10]([C:11]3[CH:16]=[CH:15][C:14]([O:17][C:18]4[CH:23]=[CH:22][CH:21]=[C:20]([F:24])[CH:19]=4)=[CH:13][CH:12]=3)[C:3]=12. The yield is 0.270.